This data is from Forward reaction prediction with 1.9M reactions from USPTO patents (1976-2016). The task is: Predict the product of the given reaction. (1) Given the reactants [CH3:1][C:2]([NH:13]C(=O)OC(C)(C)C)([CH2:4][C:5]([N:7]1[CH2:12][CH2:11][O:10][CH2:9][CH2:8]1)=[O:6])[CH3:3].[ClH:21], predict the reaction product. The product is: [ClH:21].[NH2:13][C:2]([CH3:3])([CH3:1])[CH2:4][C:5]([N:7]1[CH2:12][CH2:11][O:10][CH2:9][CH2:8]1)=[O:6]. (2) Given the reactants Cl.[CH:2]1([CH2:5][CH2:6][NH2:7])[CH2:4][CH2:3]1.C(N(C(C)C)CC)(C)C.[N:17]([C:20]1[CH:21]=[C:22]([C:26]2[N:30]=[C:29]([CH3:31])[O:28][N:27]=2)[CH:23]=[CH:24][CH:25]=1)=[C:18]=[O:19].[C:32](Cl)(=[O:37])[CH2:33][C:34](Cl)=[O:35], predict the reaction product. The product is: [CH:2]1([CH2:5][CH2:6][N:7]2[C:34](=[O:35])[CH2:33][C:32](=[O:37])[N:17]([C:20]3[CH:25]=[CH:24][CH:23]=[C:22]([C:26]4[N:30]=[C:29]([CH3:31])[O:28][N:27]=4)[CH:21]=3)[C:18]2=[O:19])[CH2:4][CH2:3]1. (3) Given the reactants Cl[C:2]1[C:11]2[C:6](=[CH:7][CH:8]=[C:9]([Cl:12])[N:10]=2)[N:5]=[CH:4][C:3]=1[C:13](=[O:15])[CH3:14].[NH2:16][C:17]1[CH:18]=[CH:19][C:20]([N:23]2[CH2:28][CH2:27][CH2:26][CH:25]([NH:29][C:30](=[O:36])[O:31][C:32]([CH3:35])([CH3:34])[CH3:33])[CH2:24]2)=[N:21][CH:22]=1, predict the reaction product. The product is: [C:13]([C:3]1[CH:4]=[N:5][C:6]2[C:11]([C:2]=1[NH:16][C:17]1[CH:18]=[CH:19][C:20]([N:23]3[CH2:28][CH2:27][CH2:26][CH:25]([NH:29][C:30](=[O:36])[O:31][C:32]([CH3:34])([CH3:33])[CH3:35])[CH2:24]3)=[N:21][CH:22]=1)=[N:10][C:9]([Cl:12])=[CH:8][CH:7]=2)(=[O:15])[CH3:14]. (4) Given the reactants [NH:1]1[CH2:6][CH2:5][CH2:4][CH:3]([C:7]2[CH:8]=[CH:9][C:10]([C:13]([F:16])([F:15])[F:14])=[N:11][CH:12]=2)[CH2:2]1.[F:17][C:18]([F:23])([F:22])[C@@H:19]1[CH2:21][O:20]1, predict the reaction product. The product is: [F:17][C:18]([F:23])([F:22])[C@@H:19]([OH:20])[CH2:21][N:1]1[CH2:6][CH2:5][CH2:4][CH:3]([C:7]2[CH:12]=[N:11][C:10]([C:13]([F:16])([F:14])[F:15])=[CH:9][CH:8]=2)[CH2:2]1.